This data is from Reaction yield outcomes from USPTO patents with 853,638 reactions. The task is: Predict the reaction yield, written as a fraction of the theoretical maximum amount of product (1.0 means a 100% yield; for example, 0.34 means a 34% yield). (1) The reactants are C([O:8][N:9]1[C:15](=[O:16])[N:14]2[CH2:17][C@H:10]1[CH2:11][CH2:12][C@H:13]2[C:18]([NH:20][O:21][CH3:22])=[O:19])C1C=CC=CC=1. The catalyst is CO.[Pd]. The product is [OH:8][N:9]1[C:15](=[O:16])[N:14]2[CH2:17][C@H:10]1[CH2:11][CH2:12][C@H:13]2[C:18]([NH:20][O:21][CH3:22])=[O:19]. The yield is 1.00. (2) The reactants are [I-].[C:2]([C:4]1[CH:13]=[C:12]2[C:7]([CH:8]=[CH:9][CH:10]=[N+:11]2[CH2:14][CH:15]=[CH2:16])=[CH:6][CH:5]=1)#[N:3].[OH-:17].[K+].O. The catalyst is O1CCOCC1.O.[Fe-3](C#N)(C#N)(C#N)(C#N)(C#N)C#N.[K+].[K+].[K+]. The product is [O:17]=[C:10]1[CH:9]=[CH:8][C:7]2[C:12](=[CH:13][C:4]([C:2]#[N:3])=[CH:5][CH:6]=2)[N:11]1[CH2:14][CH:15]=[CH2:16]. The yield is 0.550. (3) The reactants are [CH3:1][C:2]1[CH:7]=[CH:6][C:5]([C:8](=[NH:11])OC)=[CH:4][C:3]=1[NH:12][C:13]([C:15]1[CH:20]=[CH:19][C:18]([NH:21][C:22]2[N:31]=[C:30]([C:32]3[CH:37]=[CH:36][CH:35]=[CH:34][CH:33]=3)[C:29]3[C:24](=[CH:25][CH:26]=[CH:27][CH:28]=3)[N:23]=2)=[CH:17][CH:16]=1)=[O:14].[CH:38]([NH:40][NH2:41])=O.CCN(C(C)C)C(C)C. The catalyst is C(O)C. The product is [CH3:1][C:2]1[CH:7]=[CH:6][C:5]([C:8]2[NH:41][N:40]=[CH:38][N:11]=2)=[CH:4][C:3]=1[NH:12][C:13](=[O:14])[C:15]1[CH:16]=[CH:17][C:18]([NH:21][C:22]2[N:31]=[C:30]([C:32]3[CH:33]=[CH:34][CH:35]=[CH:36][CH:37]=3)[C:29]3[C:24](=[CH:25][CH:26]=[CH:27][CH:28]=3)[N:23]=2)=[CH:19][CH:20]=1. The yield is 0.220. (4) The reactants are [C:1]([C:4]1[CH:9]=[CH:8][C:7]([NH:10][C:11]([NH:13][NH:14][C:15]([O:17]CC)=O)=[O:12])=[CH:6][CH:5]=1)(=[O:3])[CH3:2].C([O-])([O-])=O.[K+].[K+].Cl.O1CCOCC1. The catalyst is CO. The product is [C:1]([C:4]1[CH:5]=[CH:6][C:7]([N:10]2[C:11](=[O:12])[NH:13][NH:14][C:15]2=[O:17])=[CH:8][CH:9]=1)(=[O:3])[CH3:2]. The yield is 0.430. (5) The reactants are [S:1]1[CH:5]=[CH:4][CH:3]=[C:2]1[C:6](Cl)=O.C(N(CC)CC)C.[CH2:16]([O:18][CH:19]([O:22][CH2:23][CH3:24])[C:20]#[CH:21])[CH3:17].O.[NH2:26][NH2:27]. The catalyst is O1CCOCC1.Cl[Pd](Cl)([P](C1C=CC=CC=1)(C1C=CC=CC=1)C1C=CC=CC=1)[P](C1C=CC=CC=1)(C1C=CC=CC=1)C1C=CC=CC=1.[Cu](I)I. The product is [CH2:16]([O:18][CH:19]([O:22][CH2:23][CH3:24])[C:20]1[NH:27][N:26]=[C:6]([C:2]2[S:1][CH:5]=[CH:4][CH:3]=2)[CH:21]=1)[CH3:17]. The yield is 0.740.